From a dataset of Reaction yield outcomes from USPTO patents with 853,638 reactions. Predict the reaction yield, written as a fraction of the theoretical maximum amount of product (1.0 means a 100% yield; for example, 0.34 means a 34% yield). (1) The reactants are [Br:1][C:2]1[CH:7]=[N:6][C:5]([O:8][CH3:9])=[C:4]2[NH:10][CH:11]=[CH:12][C:3]=12.[H-].[Na+].[CH3:15][C:16]1[CH:21]=[CH:20][C:19]([S:22](Cl)(=[O:24])=[O:23])=[CH:18][CH:17]=1. The catalyst is CN(C)C=O. The product is [Br:1][C:2]1[CH:7]=[N:6][C:5]([O:8][CH3:9])=[C:4]2[N:10]([S:22]([C:19]3[CH:20]=[CH:21][C:16]([CH3:15])=[CH:17][CH:18]=3)(=[O:24])=[O:23])[CH:11]=[CH:12][C:3]=12. The yield is 1.00. (2) The reactants are [CH3:1][N:2]1[C:10]2[C:5](=[CH:6][CH:7]=[CH:8][CH:9]=2)[CH:4]=[C:3]1[C:11]([OH:13])=O.[NH2:14][C@H:15]([C:23]([NH:25][C@H:26]([CH:39]=[O:40])[CH2:27][C:28](=[N:34][NH:35][C:36]([NH2:38])=[O:37])[O:29][C:30]([CH3:33])([CH3:32])[CH3:31])=[O:24])[CH2:16][C:17]1[CH:22]=[CH:21][CH:20]=[CH:19][CH:18]=1.CCN=C=NCCCN(C)C.CCOCC. The catalyst is C(Cl)Cl.CN(C1C=CN=CC=1)C. The product is [CH3:1][N:2]1[C:10]2[C:5](=[CH:6][CH:7]=[CH:8][CH:9]=2)[CH:4]=[C:3]1[C:11]([NH:14][C@H:15]([C:23]([NH:25][C@H:26]([CH:39]=[O:40])[CH2:27][C:28](=[N:34][NH:35][C:36]([NH2:38])=[O:37])[O:29][C:30]([CH3:32])([CH3:33])[CH3:31])=[O:24])[CH2:16][C:17]1[CH:18]=[CH:19][CH:20]=[CH:21][CH:22]=1)=[O:13]. The yield is 0.820. (3) The yield is 0.910. The catalyst is CCO.[Pd]. The reactants are [C:1]([C:5]1[CH:12]=[CH:11][C:10]([N+:13]([O-])=O)=[CH:9][C:6]=1[C:7]#[N:8])([CH3:4])([CH3:3])[CH3:2].C([O-])=O.[NH4+]. The product is [C:1]([C:5]1[CH:12]=[CH:11][C:10]([NH2:13])=[CH:9][C:6]=1[C:7]#[N:8])([CH3:4])([CH3:2])[CH3:3]. (4) The reactants are CO[CH:3](OC)[CH2:4][C:5](=O)[CH3:6].Cl.[Cl:11][C:12]1[CH:21]=[C:20]([O:22][CH3:23])[C:19]([NH:24][NH2:25])=[CH:18][C:13]=1[C:14]([O:16][CH3:17])=[O:15]. The catalyst is CO. The product is [Cl:11][C:12]1[CH:21]=[C:20]([O:22][CH3:23])[C:19]([N:24]2[CH:3]=[CH:4][C:5]([CH3:6])=[N:25]2)=[CH:18][C:13]=1[C:14]([O:16][CH3:17])=[O:15].[Cl:11][C:12]1[CH:21]=[C:20]([O:22][CH3:23])[C:19]([N:24]2[C:5]([CH3:6])=[CH:4][CH:3]=[N:25]2)=[CH:18][C:13]=1[C:14]([O:16][CH3:17])=[O:15]. The yield is 0.210. (5) The reactants are [CH3:1][O:2][CH2:3][CH:4]([NH:6][C:7]([C:9]1[CH:10]=[C:11]([C:16]2[CH:21]=[CH:20][C:19]([CH3:22])=[CH:18][CH:17]=2)[CH:12]=[C:13](N)[CH:14]=1)=[O:8])[CH3:5].N(OCCC(C)C)=O.[I:31]CI. No catalyst specified. The product is [CH3:1][O:2][CH2:3][CH:4]([NH:6][C:7]([C:9]1[CH:10]=[C:11]([C:16]2[CH:21]=[CH:20][C:19]([CH3:22])=[CH:18][CH:17]=2)[CH:12]=[C:13]([I:31])[CH:14]=1)=[O:8])[CH3:5]. The yield is 0.838. (6) The reactants are [I:1][C:2]1[CH:3]=[C:4]([CH:15]=[CH:16][CH:17]=1)[O:5][C:6]1[CH:7]=[C:8]([CH:10]=[CH:11][C:12]=1[O:13][CH3:14])N.[Cl:18]C1C=C(C=C(I)C=1)OC1C=CC(N)=CC=1OC.N([O-])=O.[Na+].O. The catalyst is Cl.[Cl-].[Na+].O.Cl[Cu]. The product is [Cl:18][C:8]1[CH:10]=[CH:11][C:12]([O:13][CH3:14])=[C:6]([O:5][C:4]2[CH:15]=[CH:16][CH:17]=[C:2]([I:1])[CH:3]=2)[CH:7]=1. The yield is 0.450. (7) The reactants are C(O)(C(F)(F)F)=O.[F:8][C:9]1[CH:10]=[C:11]([NH:20][C:21]([C@@H:23]2[N:32](C(OC(C)(C)C)=O)[CH2:31][CH2:30][C:29]3[N:28]=[C:27]([O:40][CH3:41])[CH:26]=[CH:25][C:24]2=3)=[O:22])[CH:12]=[C:13]2[C:17]=1[C:16]([CH3:19])([CH3:18])[CH2:15][CH2:14]2.C(=O)([O-])[O-].[K+].[K+]. The catalyst is C(=O)([O-])O.[Na+]. The product is [F:8][C:9]1[CH:10]=[C:11]([NH:20][C:21]([C@@H:23]2[NH:32][CH2:31][CH2:30][C:29]3[N:28]=[C:27]([O:40][CH3:41])[CH:26]=[CH:25][C:24]2=3)=[O:22])[CH:12]=[C:13]2[C:17]=1[C:16]([CH3:18])([CH3:19])[CH2:15][CH2:14]2. The yield is 0.970.